From a dataset of Catalyst prediction with 721,799 reactions and 888 catalyst types from USPTO. Predict which catalyst facilitates the given reaction. (1) Reactant: I[C:2]1[CH:3]=[CH:4][C:5]2[N:6]([C:8]([CH3:19])=[C:9]([CH:11]3[CH2:13][CH:12]3[C:14]([O:16][CH2:17][CH3:18])=[O:15])[N:10]=2)[CH:7]=1.[Cl:20][C:21]1[CH:35]=[CH:34][C:24]([CH2:25][O:26][C:27]2[CH:32]=[CH:31][NH:30][C:29](=[O:33])[CH:28]=2)=[CH:23][CH:22]=1.C(=O)([O-])[O-].[K+].[K+].CN[C@@H]1CCCC[C@H]1NC. Product: [Cl:20][C:21]1[CH:35]=[CH:34][C:24]([CH2:25][O:26][C:27]2[CH:32]=[CH:31][N:30]([C:2]3[CH:3]=[CH:4][C:5]4[N:6]([C:8]([CH3:19])=[C:9]([CH:11]5[CH2:13][CH:12]5[C:14]([O:16][CH2:17][CH3:18])=[O:15])[N:10]=4)[CH:7]=3)[C:29](=[O:33])[CH:28]=2)=[CH:23][CH:22]=1. The catalyst class is: 321. (2) Reactant: Cl[C:2]1[C:11]2[C:6](=[CH:7][CH:8]=[CH:9][CH:10]=2)[N:5]=[CH:4][C:3]=1[NH:12][CH:13]=O.Cl.[CH2:16]([O:18][NH2:19])[CH3:17]. Product: [CH2:16]([O:18][N:19]1[C:2]2[C:11]3[CH:10]=[CH:9][CH:8]=[CH:7][C:6]=3[N:5]=[CH:4][C:3]=2[N:12]=[CH:13]1)[CH3:17]. The catalyst class is: 32.